From a dataset of Catalyst prediction with 721,799 reactions and 888 catalyst types from USPTO. Predict which catalyst facilitates the given reaction. Product: [F:1][C:2]1[CH:3]=[C:4]([C@H:8]2[CH2:12][N:11]([CH2:13][C:14]([F:15])([F:16])[F:17])[CH2:10][C@@H:9]2[NH:18][C:31]([NH:30][C:29]2[N:25]([C:19]3[CH:20]=[CH:21][CH:22]=[CH:23][CH:24]=3)[N:26]=[C:27]3[CH2:42][CH2:41][CH2:40][C:28]=23)=[O:32])[CH:5]=[CH:6][CH:7]=1. The catalyst class is: 3. Reactant: [F:1][C:2]1[CH:3]=[C:4]([C@H:8]2[CH2:12][N:11]([CH2:13][C:14]([F:17])([F:16])[F:15])[CH2:10][C@@H:9]2[NH2:18])[CH:5]=[CH:6][CH:7]=1.[C:19]1([N:25]2[C:29]([NH:30][C:31](=O)[O:32]C3C=CC=CC=3)=[C:28]3[CH2:40][CH2:41][CH2:42][C:27]3=[N:26]2)[CH:24]=[CH:23][CH:22]=[CH:21][CH:20]=1.CCN(C(C)C)C(C)C.